Dataset: Peptide-MHC class I binding affinity with 185,985 pairs from IEDB/IMGT. Task: Regression. Given a peptide amino acid sequence and an MHC pseudo amino acid sequence, predict their binding affinity value. This is MHC class I binding data. The MHC is HLA-B35:01 with pseudo-sequence HLA-B35:01. The binding affinity (normalized) is 0.0847. The peptide sequence is KYQSPVNIF.